Dataset: Catalyst prediction with 721,799 reactions and 888 catalyst types from USPTO. Task: Predict which catalyst facilitates the given reaction. Reactant: [CH3:1][CH2:2][N:3]([CH2:6][CH2:7][NH:8][C:9]([C:11]1[C:12]([CH3:29])=[C:13](/[CH:17]=[C:18]2/[C:19]3[CH:20]=[C:21]([F:28])[CH:22]=[CH:23][C:24]=3[NH:25][C:26]/2=[O:27])[NH:14][C:15]=1[CH3:16])=[O:10])[CH2:4][CH3:5].[C:30]([OH:38])(=[O:37])[C@H:31]([CH2:33][C:34]([OH:36])=[O:35])[OH:32]. Product: [CH3:1][CH2:2][N:3]([CH2:6][CH2:7][NH:8][C:9]([C:11]1[C:12]([CH3:29])=[C:13](/[CH:17]=[C:18]2/[C:19]3[CH:20]=[C:21]([F:28])[CH:22]=[CH:23][C:24]=3[NH:25][C:26]/2=[O:27])[NH:14][C:15]=1[CH3:16])=[O:10])[CH2:4][CH3:5].[CH2:33]([C:34]([OH:36])=[O:35])[C@H:31]([OH:32])[C:30]([OH:38])=[O:37]. The catalyst class is: 6.